Dataset: Peptide-MHC class I binding affinity with 185,985 pairs from IEDB/IMGT. Task: Regression. Given a peptide amino acid sequence and an MHC pseudo amino acid sequence, predict their binding affinity value. This is MHC class I binding data. (1) The peptide sequence is LLNKEMYLK. The MHC is HLA-A33:01 with pseudo-sequence HLA-A33:01. The binding affinity (normalized) is 0.189. (2) The peptide sequence is TLYICDKQSH. The MHC is HLA-A33:01 with pseudo-sequence HLA-A33:01. The binding affinity (normalized) is 0. (3) The peptide sequence is ETKQTGSASS. The MHC is HLA-A26:01 with pseudo-sequence HLA-A26:01. The binding affinity (normalized) is 0.0637. (4) The peptide sequence is RLTGREGAV. The MHC is HLA-B07:02 with pseudo-sequence HLA-B07:02. The binding affinity (normalized) is 0.181. (5) The peptide sequence is GEIKNCSFNI. The MHC is H-2-Db with pseudo-sequence H-2-Db. The binding affinity (normalized) is 0.231. (6) The peptide sequence is MLSTVLGVSI. The MHC is HLA-A02:01 with pseudo-sequence HLA-A02:01. The binding affinity (normalized) is 0.489.